From a dataset of Reaction yield outcomes from USPTO patents with 853,638 reactions. Predict the reaction yield, written as a fraction of the theoretical maximum amount of product (1.0 means a 100% yield; for example, 0.34 means a 34% yield). The reactants are [H-].[Na+].[F:3][C:4]1[CH:29]=[CH:28][C:7]([CH2:8][O:9][C:10]2[CH:11]=[C:12]3[C:16](=[CH:17][CH:18]=2)[C:15](=[O:19])[N:14]([CH2:20][CH:21]([OH:26])[C:22]([F:25])([F:24])[F:23])[C:13]3=[O:27])=[CH:6][CH:5]=1.I[CH3:31].O. The catalyst is O1CCCC1. The product is [F:3][C:4]1[CH:5]=[CH:6][C:7]([CH2:8][O:9][C:10]2[CH:11]=[C:12]3[C:16](=[CH:17][CH:18]=2)[C:15](=[O:19])[N:14]([CH2:20][CH:21]([O:26][CH3:31])[C:22]([F:24])([F:25])[F:23])[C:13]3=[O:27])=[CH:28][CH:29]=1. The yield is 0.320.